From a dataset of Forward reaction prediction with 1.9M reactions from USPTO patents (1976-2016). Predict the product of the given reaction. (1) Given the reactants [CH:1]1([CH2:7][NH2:8])[CH2:6][CH2:5][CH2:4][CH2:3][CH2:2]1.C(N(CC)CC)C.[F:16][C:17]1[CH:22]=[C:21]([S:23][C:24]([F:27])([F:26])[F:25])[CH:20]=[CH:19][C:18]=1[N:28]([CH3:32])[C:29](Cl)=[O:30], predict the reaction product. The product is: [CH:1]1([CH2:7][NH:8][C:29](=[O:30])[N:28]([C:18]2[CH:19]=[CH:20][C:21]([S:23][C:24]([F:25])([F:26])[F:27])=[CH:22][C:17]=2[F:16])[CH3:32])[CH2:6][CH2:5][CH2:4][CH2:3][CH2:2]1. (2) Given the reactants C(C1C=CC([C@H]2C[C@@H](C(F)(F)F)N3N=CC(C(OCC)=O)=C3N2)=CC=1)C.[C:27]([CH:31]1[N:36]2[N:37]=[CH:38][C:39]([C:40]([O:42][CH2:43][CH3:44])=[O:41])=[C:35]2[NH:34][C:33]([C:45]2[CH:50]=[CH:49][C:48]([CH2:51][CH3:52])=[CH:47][CH:46]=2)=[CH:32]1)([CH3:30])([CH3:29])[CH3:28].[BH4-].[Na+], predict the reaction product. The product is: [C:27]([C@H:31]1[N:36]2[N:37]=[CH:38][C:39]([C:40]([O:42][CH2:43][CH3:44])=[O:41])=[C:35]2[NH:34][C@@H:33]([C:45]2[CH:46]=[CH:47][C:48]([CH2:51][CH3:52])=[CH:49][CH:50]=2)[CH2:32]1)([CH3:30])([CH3:28])[CH3:29]. (3) Given the reactants [OH:1][CH2:2][CH2:3][CH2:4][N:5]1[CH:9]=[C:8]([C:10]2[CH:11]=[CH:12][C:13]([NH:21][C:22]3[C:27]([C:28]([F:31])([F:30])[F:29])=[CH:26][N:25]=[C:24]([NH:32][C:33]4[CH:47]=[CH:46][C:36]([CH2:37][P:38](=[O:45])([O:42]CC)[O:39][CH2:40][CH3:41])=[CH:35][C:34]=4[O:48][CH3:49])[N:23]=3)=[C:14]3[C:18]=2[CH2:17][N:16]([CH3:19])[C:15]3=[O:20])[CH:7]=[N:6]1.[I-].[Na+:51], predict the reaction product. The product is: [OH:1][CH2:2][CH2:3][CH2:4][N:5]1[CH:9]=[C:8]([C:10]2[CH:11]=[CH:12][C:13]([NH:21][C:22]3[C:27]([C:28]([F:31])([F:30])[F:29])=[CH:26][N:25]=[C:24]([NH:32][C:33]4[CH:47]=[CH:46][C:36]([CH2:37][P:38](=[O:42])([O-:45])[O:39][CH2:40][CH3:41])=[CH:35][C:34]=4[O:48][CH3:49])[N:23]=3)=[C:14]3[C:18]=2[CH2:17][N:16]([CH3:19])[C:15]3=[O:20])[CH:7]=[N:6]1.[Na+:51]. (4) Given the reactants Br[C:2]1[S:6][C:5]([NH:7][C:8]([NH:10][C:11]2[CH:16]=[CH:15][C:14]([CH3:17])=[CH:13][C:12]=2[C:18]([CH:20]2[CH2:24][CH2:23][CH2:22][CH2:21]2)=[O:19])=[O:9])=[N:4][CH:3]=1.[CH3:25][N:26]1[CH:30]=[CH:29][N:28]=[C:27]1[SH:31], predict the reaction product. The product is: [CH:20]1([C:18]([C:12]2[CH:13]=[C:14]([CH3:17])[CH:15]=[CH:16][C:11]=2[NH:10][C:8]([NH:7][C:5]2[S:6][C:2]([S:31][C:27]3[N:26]([CH3:25])[CH:30]=[CH:29][N:28]=3)=[CH:3][N:4]=2)=[O:9])=[O:19])[CH2:24][CH2:23][CH2:22][CH2:21]1.